This data is from Reaction yield outcomes from USPTO patents with 853,638 reactions. The task is: Predict the reaction yield, written as a fraction of the theoretical maximum amount of product (1.0 means a 100% yield; for example, 0.34 means a 34% yield). The reactants are C([O:3][C:4]([C:6]1[C:7]([C:17]([F:20])([F:19])[F:18])=[N:8][N:9]([C:11]2[CH:16]=[CH:15][CH:14]=[CH:13][CH:12]=2)[CH:10]=1)=[O:5])C.[OH-].[Na+]. The catalyst is CO. The product is [C:11]1([N:9]2[CH:10]=[C:6]([C:4]([OH:5])=[O:3])[C:7]([C:17]([F:19])([F:20])[F:18])=[N:8]2)[CH:12]=[CH:13][CH:14]=[CH:15][CH:16]=1. The yield is 0.890.